From a dataset of Forward reaction prediction with 1.9M reactions from USPTO patents (1976-2016). Predict the product of the given reaction. (1) Given the reactants CS(C)=O.[OH-].[K+].[NH:7]1[CH:11]=[CH:10][N:9]=[CH:8]1.[Br:12][C:13]1[CH:20]=[CH:19][C:16]([CH2:17]Br)=[CH:15][CH:14]=1, predict the reaction product. The product is: [Br:12][C:13]1[CH:20]=[CH:19][C:16]([CH2:17][N:7]2[CH:11]=[CH:10][N:9]=[CH:8]2)=[CH:15][CH:14]=1. (2) Given the reactants Br[C:2]1[CH:3]=[CH:4][C:5]2[N:11]3[C:12]([CH3:15])=[N:13][N:14]=[C:10]3[C@H:9]([CH3:16])[CH2:8][N:7]([C:17]3[CH:22]=[CH:21][C:20]([Cl:23])=[CH:19][CH:18]=3)[C:6]=2[CH:24]=1.[CH3:25][N:26]1[C:30]([CH3:31])=[C:29](B2OC(C)(C)C(C)(C)O2)[CH:28]=[N:27]1.C(=O)([O-])[O-].[Cs+].[Cs+], predict the reaction product. The product is: [Cl:23][C:20]1[CH:19]=[CH:18][C:17]([N:7]2[CH2:8][C@@H:9]([CH3:16])[C:10]3=[N:14][N:13]=[C:12]([CH3:15])[N:11]3[C:5]3[CH:4]=[CH:3][C:2]([C:29]4[CH:28]=[N:27][N:26]([CH3:25])[C:30]=4[CH3:31])=[CH:24][C:6]2=3)=[CH:22][CH:21]=1. (3) Given the reactants [Br:1][C:2]1[S:3][C:4]2[CH:5](Br)[CH:6](Br)[C:7]3[CH:16]=[CH:15][CH:14]=[CH:13][C:8]=3[C:9](=[O:12])[C:10]=2[CH:11]=1.C1CCN2C(=NCCC2)CC1.[CH3:30][OH:31], predict the reaction product. The product is: [Br:1][C:2]1[S:3][C:4]2[C:5]([O:31][CH3:30])=[CH:6][C:7]3[CH:16]=[CH:15][CH:14]=[CH:13][C:8]=3[C:9](=[O:12])[C:10]=2[CH:11]=1. (4) Given the reactants [F:1][C:2]1[CH:3]=[C:4]([N:14]2[C:19](=[O:20])[CH:18]=[C:17]([CH3:21])[N:16]=[C:15]2[CH3:22])[CH:5]=[CH:6][C:7]=1[N:8]1[CH2:13][CH2:12][NH:11][CH2:10][CH2:9]1.C([O-])([O-])=O.[K+].[K+].Br[CH2:30][C:31]#[CH:32], predict the reaction product. The product is: [F:1][C:2]1[CH:3]=[C:4]([N:14]2[C:19](=[O:20])[CH:18]=[C:17]([CH3:21])[N:16]=[C:15]2[CH3:22])[CH:5]=[CH:6][C:7]=1[N:8]1[CH2:9][CH2:10][N:11]([CH2:32][C:31]#[CH:30])[CH2:12][CH2:13]1. (5) Given the reactants [OH:1][C:2]1[CH:3]=[C:4]([CH:8]=[CH:9][C:10]=1[O:11][CH3:12])[C:5]([OH:7])=O.[CH2:13]1[C@H:22]2[C@H:17]([CH2:18][CH2:19][C:20]3[CH:26]=[CH:25][CH:24]=[CH:23][C:21]=32)[NH:16][CH2:15][CH2:14]1.F[P-](F)(F)(F)(F)F.N1(OC(N(C)C)=[N+](C)C)C2N=CC=CC=2N=N1, predict the reaction product. The product is: [CH2:13]1[C@H:22]2[C@H:17]([CH2:18][CH2:19][C:20]3[CH:26]=[CH:25][CH:24]=[CH:23][C:21]=32)[N:16]([C:5]([C:4]2[CH:8]=[CH:9][C:10]([O:11][CH3:12])=[C:2]([OH:1])[CH:3]=2)=[O:7])[CH2:15][CH2:14]1. (6) Given the reactants CS(C)=O.C(Cl)(=O)C(Cl)=O.[CH3:11][C:12]1[C:20]2[C:15](=[CH:16][C:17]([CH2:21][OH:22])=[CH:18][CH:19]=2)[N:14]([CH2:23][CH2:24][CH2:25][C:26]2[CH:31]=[CH:30][CH:29]=[CH:28][CH:27]=2)[CH:13]=1.C(N(CC)CC)C, predict the reaction product. The product is: [CH3:11][C:12]1[C:20]2[C:15](=[CH:16][C:17]([CH:21]=[O:22])=[CH:18][CH:19]=2)[N:14]([CH2:23][CH2:24][CH2:25][C:26]2[CH:27]=[CH:28][CH:29]=[CH:30][CH:31]=2)[CH:13]=1. (7) Given the reactants [CH2:1]([N:8]1[CH2:13][CH2:12][N:11]([CH2:14][C:15]2[CH:20]=[CH:19][CH:18]=[CH:17][CH:16]=2)[CH2:10][C@@H:9]1[CH:21]=[CH2:22])[C:2]1[CH:7]=[CH:6][CH:5]=[CH:4][CH:3]=1.C12BC(CCC1)CCC2.I[C:33]1[CH:38]=[CH:37][CH:36]=[C:35]([Cl:39])[CH:34]=1.C1(P(C2C=CC=CC=2)C2C=CC=CC=2)C=CC=CC=1.[OH-].[Na+], predict the reaction product. The product is: [CH2:1]([N:8]1[CH2:13][CH2:12][N:11]([CH2:14][C:15]2[CH:20]=[CH:19][CH:18]=[CH:17][CH:16]=2)[CH2:10][C@@H:9]1[CH2:21][CH2:22][C:33]1[CH:38]=[CH:37][CH:36]=[C:35]([Cl:39])[CH:34]=1)[C:2]1[CH:3]=[CH:4][CH:5]=[CH:6][CH:7]=1. (8) Given the reactants C([O-])([O-])=O.[K+].[K+].[CH3:7][C:8]1[CH:13]=[CH:12][C:11](S(N=[N+]=[N-])(=O)=O)=[CH:10][CH:9]=1.O=[C:21]([CH3:29])[CH2:22]P(=O)(OC)OC, predict the reaction product. The product is: [CH2:7]([CH:8]1[CH2:13][CH2:12][CH2:11][CH2:10][CH2:9]1)[CH2:29][C:21]#[CH:22]. (9) Given the reactants [NH2:1][CH:2]1[CH2:7][CH2:6][N:5]([CH2:8][C:9]2[CH:14]=[CH:13][CH:12]=[CH:11][CH:10]=2)[CH2:4][CH2:3]1.[CH3:15][C:16]([CH3:18])=O.C(O[BH-](OC(=O)C)OC(=O)C)(=O)C.[Na+], predict the reaction product. The product is: [CH2:8]([N:5]1[CH2:6][CH2:7][CH:2]([NH:1][CH:16]([CH3:18])[CH3:15])[CH2:3][CH2:4]1)[C:9]1[CH:14]=[CH:13][CH:12]=[CH:11][CH:10]=1.